This data is from Forward reaction prediction with 1.9M reactions from USPTO patents (1976-2016). The task is: Predict the product of the given reaction. (1) Given the reactants [F:1][C:2]1[CH:7]=[C:6]([N+:8]([O-])=O)[C:5]([O:11][CH3:12])=[CH:4][C:3]=1[C:13]1[O:17][CH:16]=[N:15][CH:14]=1, predict the reaction product. The product is: [F:1][C:2]1[C:3]([C:13]2[O:17][CH:16]=[N:15][CH:14]=2)=[CH:4][C:5]([O:11][CH3:12])=[C:6]([CH:7]=1)[NH2:8]. (2) Given the reactants [Zn](CC)[CH2:2]C.C(I)I.[CH2:9]([O:16][C:17](=[O:31])[NH:18][CH2:19][CH:20]=[CH:21][B:22]1[O:26][C:25]([CH3:28])([CH3:27])[C:24]([CH3:30])([CH3:29])[O:23]1)[C:10]1[CH:15]=[CH:14][CH:13]=[CH:12][CH:11]=1, predict the reaction product. The product is: [CH2:9]([O:16][C:17](=[O:31])[NH:18][CH2:19][C@@H:20]1[CH2:2][C@H:21]1[B:22]1[O:26][C:25]([CH3:27])([CH3:28])[C:24]([CH3:30])([CH3:29])[O:23]1)[C:10]1[CH:11]=[CH:12][CH:13]=[CH:14][CH:15]=1. (3) Given the reactants [CH2:1]([C:3]1[CH:4]=[N:5][C:6]([N:9]2[CH2:14][CH2:13][CH:12]([C:15]3[S:16][CH:17]=[C:18]([CH2:20][O:21][C:22]4[CH:27]=[CH:26][C:25]([S:28][C:29]([F:32])([F:31])[F:30])=[CH:24][CH:23]=4)[N:19]=3)[CH2:11][CH2:10]2)=[N:7][CH:8]=1)[CH3:2].ClC1C=C(C(OO)=[O:41])C=CC=1, predict the reaction product. The product is: [CH2:1]([C:3]1[CH:8]=[N:7][C:6]([N:9]2[CH2:14][CH2:13][CH:12]([C:15]3[S:16][CH:17]=[C:18]([CH2:20][O:21][C:22]4[CH:23]=[CH:24][C:25]([S:28]([C:29]([F:31])([F:32])[F:30])=[O:41])=[CH:26][CH:27]=4)[N:19]=3)[CH2:11][CH2:10]2)=[N:5][CH:4]=1)[CH3:2].